From a dataset of Forward reaction prediction with 1.9M reactions from USPTO patents (1976-2016). Predict the product of the given reaction. Given the reactants [CH3:1][C:2]1[C:3]([N:9]2[C@@H:16]3[C@@H:11]([CH2:12][CH2:13][NH:14][CH2:15]3)[CH2:10]2)=[N:4][C:5]([CH3:8])=[CH:6][N:7]=1.CC1C=C(C)N=C(N2[C@@H]3[C@@H](CCNC3)C2)N=1.[N:33]1[N:34]([C:38]2[CH:46]=[CH:45][CH:44]=[CH:43][C:39]=2[C:40](O)=[O:41])[N:35]=[CH:36][CH:37]=1.S1C=CC=C1C1C=CC=CC=1C(O)=O, predict the reaction product. The product is: [CH3:1][C:2]1[C:3]([N:9]2[C@@H:16]3[C@@H:11]([CH2:12][CH2:13][N:14]([C:40]([C:39]4[CH:43]=[CH:44][CH:45]=[CH:46][C:38]=4[N:34]4[N:35]=[CH:36][CH:37]=[N:33]4)=[O:41])[CH2:15]3)[CH2:10]2)=[N:4][C:5]([CH3:8])=[CH:6][N:7]=1.